This data is from Full USPTO retrosynthesis dataset with 1.9M reactions from patents (1976-2016). The task is: Predict the reactants needed to synthesize the given product. Given the product [CH:3]1([C:6]([C:8]2[CH:37]=[CH:36][C:11]3[N:12]([CH2:16][CH2:17][O:18][C:19]4[CH:24]=[CH:23][C:22]([CH2:25][C@H:26]([O:30][CH2:31][C:32]([F:33])([F:34])[F:35])[C:27]([O-:29])=[O:28])=[CH:21][CH:20]=4)[C:13](=[O:15])[S:14][C:10]=3[CH:9]=2)=[O:7])[CH2:5][CH2:4]1.[Na+:2], predict the reactants needed to synthesize it. The reactants are: [OH-].[Na+:2].[CH:3]1([C:6]([C:8]2[CH:37]=[CH:36][C:11]3[N:12]([CH2:16][CH2:17][O:18][C:19]4[CH:24]=[CH:23][C:22]([CH2:25][C@H:26]([O:30][CH2:31][C:32]([F:35])([F:34])[F:33])[C:27]([OH:29])=[O:28])=[CH:21][CH:20]=4)[C:13](=[O:15])[S:14][C:10]=3[CH:9]=2)=[O:7])[CH2:5][CH2:4]1.